From a dataset of Forward reaction prediction with 1.9M reactions from USPTO patents (1976-2016). Predict the product of the given reaction. (1) The product is: [C:33]([C@H:29]1[CH2:30][CH2:31][CH2:32][N:28]1[C:26](=[O:27])[CH2:25][O:24][C:18]1[CH:17]=[C:16]([CH:21]=[C:20]([O:22][CH3:23])[CH:19]=1)[O:15][CH2:14][C:13]([N:9]1[CH2:10][CH2:11][CH2:12][C@@H:8]1[C:6]([OH:7])=[O:5])=[O:40])([OH:35])=[O:34]. Given the reactants C([O:5][C:6]([C@H:8]1[CH2:12][CH2:11][CH2:10][N:9]1[C:13](=[O:40])[CH2:14][O:15][C:16]1[CH:21]=[C:20]([O:22][CH3:23])[CH:19]=[C:18]([O:24][CH2:25][C:26]([N:28]2[CH2:32][CH2:31][CH2:30][C@@H:29]2[C:33]([O:35]C(C)(C)C)=[O:34])=[O:27])[CH:17]=1)=[O:7])(C)(C)C, predict the reaction product. (2) Given the reactants [Br:1][C:2]1[S:3][C:4]([C:8](OCC)=[O:9])=[C:5]([CH3:7])[N:6]=1.[BH4-].[Na+], predict the reaction product. The product is: [Br:1][C:2]1[S:3][C:4]([CH2:8][OH:9])=[C:5]([CH3:7])[N:6]=1. (3) The product is: [Cl:1][C:2]1[C:3]([F:40])=[C:4]([C@@H:8]2[C@:12]([C:15]3[CH:20]=[CH:19][C:18]([Cl:21])=[CH:17][C:16]=3[F:22])([C:13]#[N:14])[C@H:11]([CH2:23][C:24]([CH3:27])([CH3:25])[CH3:26])[CH2:10][N:9]2[CH2:41][C:42]([NH2:43])=[O:57])[CH:5]=[CH:6][CH:7]=1. Given the reactants [Cl:1][C:2]1[C:3]([F:40])=[C:4]([C@@H:8]2[C@:12]([C:15]3[CH:20]=[CH:19][C:18]([Cl:21])=[CH:17][C:16]=3[F:22])([C:13]#[N:14])[C@H:11]([CH2:23][C:24]([CH3:27])([CH3:26])[CH3:25])[CH2:10][N:9]2C(NC2C=CC=CC=2C(O)=O)=O)[CH:5]=[CH:6][CH:7]=1.[CH3:41][CH2:42][N:43](C(C)C)C(C)C.CN(C([O:57]N1N=NC2C=CC=NC1=2)=[N+](C)C)C.F[P-](F)(F)(F)(F)F.[Cl-].[NH4+], predict the reaction product. (4) Given the reactants [Cl:1][C:2]1[C:7]([C:8](OCC)=[O:9])=[CH:6][N:5]=[C:4]([S:13][CH3:14])[N:3]=1.CC(C[AlH]CC(C)C)C, predict the reaction product. The product is: [Cl:1][C:2]1[C:7]([CH2:8][OH:9])=[CH:6][N:5]=[C:4]([S:13][CH3:14])[N:3]=1. (5) Given the reactants [C:1]([OH:11])(=[O:10])[C@H:2]([CH:4]1[CH2:9][CH2:8][CH2:7][CH2:6][CH2:5]1)[OH:3].O1[B:17]([C@@H:18]([NH:23][C:24](=[O:37])[CH2:25][NH:26][C:27](=[O:36])[C:28]2[CH:33]=[C:32]([Cl:34])[CH:31]=[CH:30][C:29]=2[Cl:35])[CH2:19][CH:20]([CH3:22])[CH3:21])O[B:17]([C@@H:18]([NH:23][C:24](=[O:37])[CH2:25][NH:26][C:27](=[O:36])[C:28]2[CH:33]=[C:32]([Cl:34])[CH:31]=[CH:30][C:29]=2[Cl:35])[CH2:19][CH:20]([CH3:22])[CH3:21])O[B:17]1[C@@H:18]([NH:23][C:24](=[O:37])[CH2:25][NH:26][C:27](=[O:36])[C:28]1[CH:33]=[C:32]([Cl:34])[CH:31]=[CH:30][C:29]=1[Cl:35])[CH2:19][CH:20]([CH3:22])[CH3:21], predict the reaction product. The product is: [Cl:35][C:29]1[CH:30]=[CH:31][C:32]([Cl:34])=[CH:33][C:28]=1[C:27]([NH:26][CH2:25][C:24]([NH:23][C@H:18]([B:17]1[O:3][C@@H:2]([CH:4]2[CH2:9][CH2:8][CH2:7][CH2:6][CH2:5]2)[C:1](=[O:11])[O:10]1)[CH2:19][CH:20]([CH3:22])[CH3:21])=[O:37])=[O:36]. (6) Given the reactants [Cl:1][CH2:2][CH2:3][CH2:4][CH2:5][C:6]1([CH2:16][CH:17]([CH3:19])[CH3:18])[C:14]2[C:9](=[CH:10][CH:11]=[CH:12][CH:13]=2)[NH:8][C:7]1=[O:15].[Cl:20][C:21]1[CH:22]=[C:23]([N:27]2[CH2:32][CH2:31][NH:30][CH2:29][CH2:28]2)[CH:24]=[CH:25][CH:26]=1, predict the reaction product. The product is: [ClH:1].[Cl:20][C:21]1[CH:22]=[C:23]([N:27]2[CH2:32][CH2:31][N:30]([CH2:2][CH2:3][CH2:4][CH2:5][C:6]3([CH2:16][CH:17]([CH3:19])[CH3:18])[C:14]4[C:9](=[CH:10][CH:11]=[CH:12][CH:13]=4)[NH:8][C:7]3=[O:15])[CH2:29][CH2:28]2)[CH:24]=[CH:25][CH:26]=1. (7) Given the reactants [C:1]([C:5]1[CH:6]=[C:7]([NH:17][C:18]([NH:20][C:21]2[CH:22]=[N:23][C:24]([N:27]3[CH2:32][CH2:31][NH:30][CH2:29][CH2:28]3)=[CH:25][CH:26]=2)=[O:19])[N:8]([C:10]2[CH:15]=[CH:14][C:13]([CH3:16])=[CH:12][CH:11]=2)[N:9]=1)([CH3:4])([CH3:3])[CH3:2].[CH3:33][CH:34]([CH2:39][CH3:40])[CH2:35][C:36](O)=[O:37].O.ON1C2C=CC=CC=2N=N1.N=C=N, predict the reaction product. The product is: [C:1]([C:5]1[CH:6]=[C:7]([NH:17][C:18]([NH:20][C:21]2[CH:22]=[N:23][C:24]([N:27]3[CH2:28][CH2:29][N:30]([C:36](=[O:37])[CH2:35][CH:34]([CH3:33])[CH2:39][CH3:40])[CH2:31][CH2:32]3)=[CH:25][CH:26]=2)=[O:19])[N:8]([C:10]2[CH:15]=[CH:14][C:13]([CH3:16])=[CH:12][CH:11]=2)[N:9]=1)([CH3:4])([CH3:2])[CH3:3].